Task: Predict the reactants needed to synthesize the given product.. Dataset: Full USPTO retrosynthesis dataset with 1.9M reactions from patents (1976-2016) (1) Given the product [C:15]([C:3]1[C:4]2[C:9](=[CH:8][CH:7]=[CH:6][CH:5]=2)[NH:1][CH:2]=1)#[N:14], predict the reactants needed to synthesize it. The reactants are: [NH:1]1[C:9]2[C:4](=[CH:5][CH:6]=[CH:7][CH:8]=2)[CH:3]=[CH:2]1.ClS([N:14]=[C:15]=O)(=O)=O. (2) Given the product [Br:1][C:2]1[CH:3]=[CH:4][C:5]([O:14][CH3:15])=[C:6]([CH2:8][CH2:9][C:10]([O:12][CH3:13])=[O:11])[CH:7]=1, predict the reactants needed to synthesize it. The reactants are: [Br:1][C:2]1[CH:3]=[CH:4][C:5]([O:14][CH3:15])=[C:6](/[CH:8]=[CH:9]/[C:10]([O:12][CH3:13])=[O:11])[CH:7]=1.[Mg].[NH4+].[OH-]. (3) Given the product [C:8]([OH:11])(=[O:10])[CH2:9][CH3:1].[C:8]([OH:11])(=[O:10])[CH2:9][CH2:1][CH3:2], predict the reactants needed to synthesize it. The reactants are: [CH3:1][CH2:2]C.[N+]([O-])(O)=O.[C:8]([OH:11])(=[O:10])[CH3:9]. (4) The reactants are: [C@H:1]1([NH:10][C:11]2[CH:20]=[CH:19][C:18]3[C:17]([NH2:21])=[CH:16][CH:15]=[CH:14][C:13]=3[N:12]=2)[C:9]2[C:4](=[CH:5][CH:6]=[CH:7][CH:8]=2)[CH2:3][CH2:2]1.[CH3:22][N:23]1[CH2:28][CH2:27][N:26]([CH2:29][C:30](O)=[O:31])[CH2:25][CH2:24]1. Given the product [C@@H:1]1([NH:10][C:11]2[CH:20]=[CH:19][C:18]3[C:13](=[CH:14][CH:15]=[CH:16][C:17]=3[NH:21][C:30](=[O:31])[CH2:29][N:26]3[CH2:27][CH2:28][N:23]([CH3:22])[CH2:24][CH2:25]3)[N:12]=2)[C:9]2[C:4](=[CH:5][CH:6]=[CH:7][CH:8]=2)[CH2:3][CH2:2]1, predict the reactants needed to synthesize it. (5) Given the product [CH3:1][O:2][C:3](=[O:54])[C@@H:4]([NH:21][C:22]([C@@H:24]1[CH2:33][C:32]2[CH:31]=[C:30]3[O:34][CH2:35][C@H:36]([C:38]4[CH:43]=[CH:42][C:41]([O:44][CH2:45][C:46]5[CH:51]=[CH:50][C:49]([Cl:52])=[C:48]([Cl:53])[CH:47]=5)=[CH:40][CH:39]=4)[O:37][C:29]3=[CH:28][C:27]=2[CH2:26][N:25]1[C:56](=[O:57])[NH:55][CH:58]1[CH2:61][CH2:60][CH2:59]1)=[O:23])[CH2:5][C:6]1[CH:7]=[CH:8][C:9]([O:12][C:13]2[CH:18]=[CH:17][N:16]=[C:15]([CH3:19])[C:14]=2[CH3:20])=[CH:10][CH:11]=1, predict the reactants needed to synthesize it. The reactants are: [CH3:1][O:2][C:3](=[O:54])[C@@H:4]([NH:21][C:22]([C@@H:24]1[CH2:33][C:32]2[CH:31]=[C:30]3[O:34][CH2:35][C@H:36]([C:38]4[CH:43]=[CH:42][C:41]([O:44][CH2:45][C:46]5[CH:51]=[CH:50][C:49]([Cl:52])=[C:48]([Cl:53])[CH:47]=5)=[CH:40][CH:39]=4)[O:37][C:29]3=[CH:28][C:27]=2[CH2:26][NH:25]1)=[O:23])[CH2:5][C:6]1[CH:11]=[CH:10][C:9]([O:12][C:13]2[CH:18]=[CH:17][N:16]=[C:15]([CH3:19])[C:14]=2[CH3:20])=[CH:8][CH:7]=1.[N:55]([CH:58]1[CH2:61][CH2:60][CH2:59]1)=[C:56]=[O:57]. (6) Given the product [CH:9]([C:8]1[CH:11]=[CH:12][C:13]([C:15]([F:18])([F:16])[F:17])=[CH:14][C:7]=1[N:4]1[CH2:5][CH2:6][C@@H:2]([NH:1][S:30]([CH3:29])(=[O:32])=[O:31])[CH2:3]1)=[O:10], predict the reactants needed to synthesize it. The reactants are: [NH2:1][C@@H:2]1[CH2:6][CH2:5][N:4]([C:7]2[CH:14]=[C:13]([C:15]([F:18])([F:17])[F:16])[CH:12]=[CH:11][C:8]=2[CH:9]=[O:10])[CH2:3]1.C(Cl)Cl.C(N(CC)CC)C.[CH3:29][S:30](Cl)(=[O:32])=[O:31]. (7) Given the product [C:10]([C:9]1[C:8]([NH:1][CH2:2][C:3]([O:5][CH3:6])=[O:4])=[C:16]([N+:17]([O-:19])=[O:18])[CH:15]=[CH:14][CH:13]=1)([OH:12])=[O:11], predict the reactants needed to synthesize it. The reactants are: [NH2:1][CH2:2][C:3]([O:5][CH3:6])=[O:4].Cl[C:8]1[C:16]([N+:17]([O-:19])=[O:18])=[CH:15][CH:14]=[CH:13][C:9]=1[C:10]([OH:12])=[O:11].C([O-])([O-])=O.[Na+].[Na+]. (8) Given the product [CH:1]1([C:4]2[CH:5]=[CH:6][C:7]([CH2:8][OH:9])=[CH:10][CH:11]=2)[CH2:2][CH2:3]1, predict the reactants needed to synthesize it. The reactants are: [CH:1]1([C:4]2[CH:11]=[CH:10][C:7]([CH:8]=[O:9])=[CH:6][CH:5]=2)[CH2:3][CH2:2]1.[BH4-].[Li+].O. (9) Given the product [CH3:25][CH:24]([N:26]1[CH2:27][CH2:28][CH:29]([O:32][C:33]2[CH:38]=[CH:37][C:36]([CH:39]3[CH2:44][CH2:43][N:42]([C:7]([C:6]4[CH:5]=[CH:4][C:3]([C:1]#[N:2])=[CH:11][CH:10]=4)=[O:9])[CH2:41][CH2:40]3)=[CH:35][CH:34]=2)[CH2:30][CH2:31]1)[CH3:23], predict the reactants needed to synthesize it. The reactants are: [C:1]([C:3]1[CH:11]=[CH:10][C:6]([C:7]([OH:9])=O)=[CH:5][CH:4]=1)#[N:2].O.ON1C2C=CC=CC=2N=N1.[CH3:23][CH:24]([N:26]1[CH2:31][CH2:30][CH:29]([O:32][C:33]2[CH:38]=[CH:37][C:36]([CH:39]3[CH2:44][CH2:43][NH:42][CH2:41][CH2:40]3)=[CH:35][CH:34]=2)[CH2:28][CH2:27]1)[CH3:25].